This data is from Reaction yield outcomes from USPTO patents with 853,638 reactions. The task is: Predict the reaction yield, written as a fraction of the theoretical maximum amount of product (1.0 means a 100% yield; for example, 0.34 means a 34% yield). (1) The reactants are C([O:3][C:4](=O)[CH2:5][O:6][C:7]1[CH:12]=[CH:11][C:10]([CH2:13][CH2:14][CH2:15][CH2:16][NH:17][C:18]([O:20][CH2:21][C:22]2[CH:27]=[CH:26][CH:25]=[CH:24][CH:23]=2)=[O:19])=[CH:9][CH:8]=1)C.[CH3:29][NH:30][CH3:31]. No catalyst specified. The product is [CH2:21]([O:20][C:18](=[O:19])[NH:17][CH2:16][CH2:15][CH2:14][CH2:13][C:10]1[CH:11]=[CH:12][C:7]([O:6][CH2:5][C:4](=[O:3])[N:30]([CH3:31])[CH3:29])=[CH:8][CH:9]=1)[C:22]1[CH:27]=[CH:26][CH:25]=[CH:24][CH:23]=1. The yield is 0.520. (2) The reactants are [NH2:1][C@@H:2]([C:24]1[CH:29]=[CH:28][C:27]([F:30])=[CH:26][CH:25]=1)[C:3]([NH:5][C@@H:6]1[C:12](=[O:13])[NH:11][C:10]2[CH:14]=[CH:15][CH:16]=[CH:17][C:9]=2[O:8][C@@H:7]1[C:18]1[CH:23]=[CH:22][CH:21]=[CH:20][CH:19]=1)=[O:4].[F:31][C:32]1[CH:33]=[C:34]([CH2:39][C:40](O)=[O:41])[CH:35]=[C:36]([F:38])[CH:37]=1.C1C=CC2N(O)N=NC=2C=1.CN1CCOCC1.CCN=C=NCCCN(C)C.Cl. The catalyst is ClCCl. The product is [F:31][C:32]1[CH:33]=[C:34]([CH2:39][C:40]([NH:1][C@@H:2]([C:24]2[CH:25]=[CH:26][C:27]([F:30])=[CH:28][CH:29]=2)[C:3]([NH:5][C@@H:6]2[C:12](=[O:13])[NH:11][C:10]3[CH:14]=[CH:15][CH:16]=[CH:17][C:9]=3[O:8][C@@H:7]2[C:18]2[CH:23]=[CH:22][CH:21]=[CH:20][CH:19]=2)=[O:4])=[O:41])[CH:35]=[C:36]([F:38])[CH:37]=1. The yield is 0.760. (3) The reactants are [NH2:1][C:2]1[C:3]([CH3:8])=[CH:4][CH:5]=[CH:6][CH:7]=1.[C:9](Cl)(=[O:13])[CH2:10][CH2:11][CH3:12].CO. The catalyst is C1(C)C=CC=CC=1. The product is [CH3:8][C:3]1[CH:4]=[CH:5][CH:6]=[CH:7][C:2]=1[NH:1][C:9](=[O:13])[CH2:10][CH2:11][CH3:12]. The yield is 0.920. (4) The reactants are [N+:1]([C:4]1[CH:5]=[C:6]([CH:31]=[CH:32][CH:33]=1)[CH2:7][N:8]1[C:12]2[N:13]=[C:14]([NH2:30])[N:15]=[C:16]([C:17]3[N:21](COCC[Si](C)(C)C)[N:20]=[CH:19][CH:18]=3)[C:11]=2[N:10]=[N:9]1)([O-:3])=[O:2].[ClH:34]. The catalyst is CO.O1CCOCC1. The product is [ClH:34].[N+:1]([C:4]1[CH:5]=[C:6]([CH:31]=[CH:32][CH:33]=1)[CH2:7][N:8]1[C:12]2[N:13]=[C:14]([NH2:30])[N:15]=[C:16]([C:17]3[CH:18]=[CH:19][NH:20][N:21]=3)[C:11]=2[N:10]=[N:9]1)([O-:3])=[O:2]. The yield is 0.970. (5) The reactants are [F:1][C:2]([F:24])([F:23])[C:3]([C:9]1[CH:14]=[CH:13][CH:12]=[CH:11][C:10]=1[N:15]([CH3:22])[C:16]1[CH:21]=[CH:20][CH:19]=[CH:18][CH:17]=1)(O)[C:4]([F:7])([F:6])[F:5]. The catalyst is O=P(Cl)(Cl)Cl. The product is [CH3:22][N:15]1[C:16]2[C:21](=[CH:20][CH:19]=[CH:18][CH:17]=2)[C:3]([C:4]([F:7])([F:6])[F:5])([C:2]([F:24])([F:23])[F:1])[C:9]2[CH:14]=[CH:13][CH:12]=[CH:11][C:10]1=2. The yield is 0.800. (6) The reactants are [CH2:1]([O:3][C:4](=[O:40])[CH2:5][CH2:6][CH2:7][O:8][C:9]1[CH:14]=[CH:13][CH:12]=[C:11]([CH2:15][CH2:16][CH2:17][CH2:18][CH2:19][CH2:20][O:21][C:22]2[CH:27]=[C:26]([S:28]([CH3:31])(=[O:30])=[O:29])[CH:25]=[C:24](I)[CH:23]=2)[C:10]=1[CH2:33][CH2:34][C:35]([O:37][CH2:38][CH3:39])=[O:36])[CH3:2].[NH:41]1[CH:45]=[CH:44][C:43](B(O)O)=[N:42]1.C(=O)([O-])[O-].[K+].[K+]. The catalyst is C1C=CC([P]([Pd]([P](C2C=CC=CC=2)(C2C=CC=CC=2)C2C=CC=CC=2)([P](C2C=CC=CC=2)(C2C=CC=CC=2)C2C=CC=CC=2)[P](C2C=CC=CC=2)(C2C=CC=CC=2)C2C=CC=CC=2)(C2C=CC=CC=2)C2C=CC=CC=2)=CC=1. The product is [CH2:1]([O:3][C:4](=[O:40])[CH2:5][CH2:6][CH2:7][O:8][C:9]1[CH:14]=[CH:13][CH:12]=[C:11]([CH2:15][CH2:16][CH2:17][CH2:18][CH2:19][CH2:20][O:21][C:22]2[CH:23]=[C:24]([C:45]3[CH:44]=[CH:43][NH:42][N:41]=3)[CH:25]=[C:26]([S:28]([CH3:31])(=[O:30])=[O:29])[CH:27]=2)[C:10]=1[CH2:33][CH2:34][C:35]([O:37][CH2:38][CH3:39])=[O:36])[CH3:2]. The yield is 0.285.